Dataset: Catalyst prediction with 721,799 reactions and 888 catalyst types from USPTO. Task: Predict which catalyst facilitates the given reaction. (1) Reactant: [CH3:1][O:2][C:3]1[CH:8]=[CH:7][CH:6]=[CH:5][C:4]=1[C:9]1[C:14]([CH2:15][NH2:16])=[CH:13][CH:12]=[CH:11][N:10]=1.[Cl:17][C:18]1[C:23]([Cl:24])=[CH:22][CH:21]=[CH:20][C:19]=1[N:25]=[C:26]=[S:27]. Product: [Cl:17][C:18]1[C:23]([Cl:24])=[CH:22][CH:21]=[CH:20][C:19]=1[NH:25][C:26]([NH:16][CH2:15][C:14]1[C:9]([C:4]2[CH:5]=[CH:6][CH:7]=[CH:8][C:3]=2[O:2][CH3:1])=[N:10][CH:11]=[CH:12][CH:13]=1)=[S:27]. The catalyst class is: 389. (2) Product: [O:47]=[S:43]1(=[O:46])[CH2:44][CH2:45][N:40]([CH2:39][CH2:38][CH2:37][NH:36][C@:20]23[CH2:32][CH2:31][C@@H:30]([C:33]([CH3:35])=[CH2:34])[C@@H:21]2[C@@H:22]2[C@@:17]([CH3:48])([CH2:18][CH2:19]3)[C@@:16]3([CH3:49])[C@@H:25]([C@:26]4([CH3:29])[C@@H:13]([CH2:14][CH2:15]3)[C:12]([CH3:51])([CH3:50])[C:11]([C:9]3[CH:8]=[CH:7][C:3]([C:4]([OH:6])=[O:5])=[CH:2][CH:10]=3)=[CH:28][CH2:27]4)[CH2:24][CH2:23]2)[CH2:41][CH2:42]1. The catalyst class is: 12. Reactant: C[C:2]1[CH:10]=[C:9]([C:11]2[C:12]([CH3:51])([CH3:50])[C@H:13]3[C@:26]([CH3:29])([CH2:27][CH:28]=2)[C@@H:25]2[C@:16]([CH3:49])([C@@:17]4([CH3:48])[C@H:22]([CH2:23][CH2:24]2)[C@H:21]2[C@H:30]([C:33]([CH3:35])=[CH2:34])[CH2:31][CH2:32][C@:20]2([NH:36][CH2:37][CH2:38][CH2:39][N:40]2[CH2:45][CH2:44][S:43](=[O:47])(=[O:46])[CH2:42][CH2:41]2)[CH2:19][CH2:18]4)[CH2:15][CH2:14]3)[CH:8]=[CH:7][C:3]=1[C:4]([OH:6])=[O:5].[OH-].[Na+]. (3) Reactant: B(Br)(Br)Br.[F:5][C:6]1[CH:7]=[CH:8][C:9]([O:25]C)=[C:10]([N:12]2[C:24]3[CH:23]=[CH:22][CH:21]=[CH:20][C:19]=3[C:18]3[C:13]2=[CH:14][CH:15]=[CH:16][CH:17]=3)[CH:11]=1.C(=O)(O)[O-].[Na+].[OH-].[Na+]. Product: [CH:23]1[C:24]2[N:12]([C:10]3[CH:11]=[C:6]([F:5])[CH:7]=[CH:8][C:9]=3[OH:25])[C:13]3[C:18](=[CH:17][CH:16]=[CH:15][CH:14]=3)[C:19]=2[CH:20]=[CH:21][CH:22]=1. The catalyst class is: 4. (4) Reactant: [Br:1][C:2]1[CH:3]=[C:4]([CH2:8][C:9]([OH:11])=O)[CH:5]=[N:6][CH:7]=1.[CH3:12][NH:13][CH3:14].C1C=CC2N(O)N=NC=2C=1.C(N(CC)CC)C.C(N=C=NCCCN(C)C)C. Product: [Br:1][C:2]1[CH:3]=[C:4]([CH2:8][C:9]([N:13]([CH3:14])[CH3:12])=[O:11])[CH:5]=[N:6][CH:7]=1. The catalyst class is: 735. (5) Reactant: C([O:4][C:5]1[C:6]([O:11][CH2:12][C:13]([O:15][CH3:16])=[O:14])=[N:7][CH:8]=[CH:9][CH:10]=1)(=O)C.C(=O)([O-])[O-].[K+].[K+].CO. Product: [OH:4][C:5]1[C:6]([O:11][CH2:12][C:13]([O:15][CH3:16])=[O:14])=[N:7][CH:8]=[CH:9][CH:10]=1. The catalyst class is: 6.